From a dataset of Reaction yield outcomes from USPTO patents with 853,638 reactions. Predict the reaction yield, written as a fraction of the theoretical maximum amount of product (1.0 means a 100% yield; for example, 0.34 means a 34% yield). (1) The reactants are [CH:1]1([CH:7]([NH:18][C:19]2[CH:28]=[CH:27][C:22]([C:23]([O:25]C)=[O:24])=[CH:21][CH:20]=2)[C:8]2[S:16][C:15]3[C:10](=[N:11][CH:12]=[CH:13][CH:14]=3)[C:9]=2[CH3:17])[CH2:6][CH2:5][CH2:4][CH2:3][CH2:2]1.O1CCCC1.[OH-].[Na+]. The catalyst is C(O)C. The product is [CH:1]1([CH:7]([NH:18][C:19]2[CH:20]=[CH:21][C:22]([C:23]([OH:25])=[O:24])=[CH:27][CH:28]=2)[C:8]2[S:16][C:15]3[C:10](=[N:11][CH:12]=[CH:13][CH:14]=3)[C:9]=2[CH3:17])[CH2:6][CH2:5][CH2:4][CH2:3][CH2:2]1. The yield is 0.640. (2) The reactants are [C:1]([C:5]1[CH:10]=[CH:9][C:8]([C:11]2[NH:25][C:14]3=[N:15][CH:16]=[CH:17][C:18]([N:19]4[CH2:24][CH2:23][NH:22][CH2:21][CH2:20]4)=[C:13]3[N:12]=2)=[CH:7][CH:6]=1)([CH3:4])([CH3:3])[CH3:2].[CH:26]([C:28]1[C:29](=[O:35])[NH:30][C:31](=[O:34])[NH:32][CH:33]=1)=O.C(O[BH-](OC(=O)C)OC(=O)C)(=O)C.[Na+]. The catalyst is CN1C(=O)CCC1. The product is [C:1]([C:5]1[CH:10]=[CH:9][C:8]([C:11]2[NH:25][C:14]3=[N:15][CH:16]=[CH:17][C:18]([N:19]4[CH2:20][CH2:21][N:22]([CH2:26][C:28]5[C:29](=[O:35])[NH:30][C:31](=[O:34])[NH:32][CH:33]=5)[CH2:23][CH2:24]4)=[C:13]3[N:12]=2)=[CH:7][CH:6]=1)([CH3:4])([CH3:2])[CH3:3]. The yield is 0.360. (3) The reactants are [C:1](Cl)(=[O:3])[CH3:2].FC(F)(F)C(O)=O.[Br:12][C:13]1[CH:14]=[C:15]([N:19]2[C:27]3[CH2:26][CH2:25][NH:24][CH2:23][C:22]=3[C:21]([C:28]([O:30][CH2:31][CH3:32])=[O:29])=[N:20]2)[CH:16]=[CH:17][CH:18]=1.C(N(CC)CC)C. The catalyst is O1CCCC1. The product is [C:1]([N:24]1[CH2:25][CH2:26][C:27]2[N:19]([C:15]3[CH:16]=[CH:17][CH:18]=[C:13]([Br:12])[CH:14]=3)[N:20]=[C:21]([C:28]([O:30][CH2:31][CH3:32])=[O:29])[C:22]=2[CH2:23]1)(=[O:3])[CH3:2]. The yield is 0.550.